This data is from Forward reaction prediction with 1.9M reactions from USPTO patents (1976-2016). The task is: Predict the product of the given reaction. (1) Given the reactants [Cl:1][C:2]1[CH:7]=[CH:6][N:5]=[C:4]2[NH:8][CH:9]=[C:10]([CH:11]=[O:12])[C:3]=12.Cl[C:14]1[N:19]=[CH:18][CH:17]=[CH:16][N:15]=1.C(=O)([O-])[O-].[Cs+].[Cs+], predict the reaction product. The product is: [Cl:1][C:2]1[CH:7]=[CH:6][N:5]=[C:4]2[N:8]([C:14]3[N:19]=[CH:18][CH:17]=[CH:16][N:15]=3)[CH:9]=[C:10]([CH:11]=[O:12])[C:3]=12. (2) Given the reactants [OH:1][C:2]1[CH:11]=[CH:10][C:5]([C:6]([O:8][CH3:9])=[O:7])=[CH:4][C:3]=1[C:12]([F:15])([F:14])[F:13].O[CH:17]1[CH2:22][CH2:21][N:20]([CH3:23])[CH2:19][CH2:18]1.C1C=CC(P(C2C=CC=CC=2)C2C=CC=CC=2)=CC=1.CC(OC(/N=N/C(OC(C)C)=O)=O)C, predict the reaction product. The product is: [CH3:23][N:20]1[CH2:21][CH2:22][CH:17]([O:1][C:2]2[CH:11]=[CH:10][C:5]([C:6]([O:8][CH3:9])=[O:7])=[CH:4][C:3]=2[C:12]([F:13])([F:14])[F:15])[CH2:18][CH2:19]1. (3) Given the reactants [N+:1]([C:4]1[CH:5]=[C:6]([CH:11]=[CH:12][CH:13]=1)[C:7]([NH:9][NH2:10])=[O:8])([O-:3])=[O:2].[C:14]1([CH3:23])[CH:19]=[CH:18][C:17]([C:20](Cl)=[O:21])=[CH:16][CH:15]=1, predict the reaction product. The product is: [CH3:23][C:14]1[CH:19]=[CH:18][C:17]([C:20]([NH:10][NH:9][C:7](=[O:8])[C:6]2[CH:11]=[CH:12][CH:13]=[C:4]([N+:1]([O-:3])=[O:2])[CH:5]=2)=[O:21])=[CH:16][CH:15]=1. (4) Given the reactants C(=O)([O-])[O-].[Cs+].[Cs+].[Br:7][C:8]1[CH:9]=[CH:10][C:11]([SH:17])=C([CH:16]=1)C(O)=O.I[CH3:19].[H-].[Na+].[NH4+].[Cl-].C[CH2:25][O:26][C:27]([CH3:29])=[O:28], predict the reaction product. The product is: [Br:7][C:8]1[CH:9]=[CH:10][C:11]([S:17][CH3:19])=[C:29]([CH:16]=1)[C:27]([O:26][CH3:25])=[O:28]. (5) The product is: [Cl:1][C:2]1[CH:9]=[C:8]([Cl:10])[CH:7]=[CH:6][C:3]=1[CH:4]=[CH:11][C:12](=[O:17])[C:13]([CH3:16])([CH3:15])[CH3:14]. Given the reactants [Cl:1][C:2]1[CH:9]=[C:8]([Cl:10])[CH:7]=[CH:6][C:3]=1[CH:4]=O.[CH3:11][C:12](=[O:17])[C:13]([CH3:16])([CH3:15])[CH3:14].[OH-].[Na+], predict the reaction product. (6) Given the reactants [NH2:1][C:2]1[CH:3]=[C:4]([C:8]2[N:13]3[N:14]=[CH:15][C:16]([C:17]([C:19]4[S:20][CH:21]=[CH:22][CH:23]=4)=[O:18])=[C:12]3[N:11]=[CH:10][CH:9]=2)[CH:5]=[CH:6][CH:7]=1.[CH3:24][CH:25]([CH2:28][CH2:29][CH2:30][CH2:31][CH2:32][CH2:33][CH2:34][CH2:35][CH3:36])[CH:26]=O, predict the reaction product. The product is: [CH3:26][CH:25]([CH2:28][CH2:29][CH2:30][CH2:31][CH2:32][CH2:33][CH2:34][CH2:35][CH3:36])[CH2:24][NH:1][C:2]1[CH:3]=[C:4]([C:8]2[N:13]3[N:14]=[CH:15][C:16]([C:17]([C:19]4[S:20][CH:21]=[CH:22][CH:23]=4)=[O:18])=[C:12]3[N:11]=[CH:10][CH:9]=2)[CH:5]=[CH:6][CH:7]=1.